From a dataset of Reaction yield outcomes from USPTO patents with 853,638 reactions. Predict the reaction yield, written as a fraction of the theoretical maximum amount of product (1.0 means a 100% yield; for example, 0.34 means a 34% yield). (1) The reactants are [H-].[Na+].COC(=O)[CH2:6][CH2:7][C:8]1[N:13]=[CH:12][C:11]2[O:14][CH2:15][CH2:16][C:10]=2[C:9]=1[C:17]([O:19]C)=O.Cl. The catalyst is O1CCCC1.CO. The product is [CH2:16]1[C:10]2=[C:9]3[C:17](=[O:19])[CH2:6][CH2:7][C:8]3=[N:13][CH:12]=[C:11]2[O:14][CH2:15]1. The yield is 0.680. (2) The reactants are [CH:1]([C:4]1[CH:9]=[C:8]([CH:10]([CH3:12])[CH3:11])[CH:7]=[C:6]([CH:13]([CH3:15])[CH3:14])[C:5]=1[C:16]1[CH:21]=[CH:20][CH:19]=[CH:18][C:17]=1[PH2:22])([CH3:3])[CH3:2].[CH3:23][C:24](=[CH:26][C:27](=[O:32])[CH:28]=[C:29]([CH3:31])[CH3:30])[CH3:25]. No catalyst specified. The product is [CH3:30][C:29]1([CH3:31])[CH2:28][C:27](=[O:32])[CH2:26][C:24]([CH3:25])([CH3:23])[P:22]1[C:17]1[CH:18]=[CH:19][CH:20]=[CH:21][C:16]=1[C:5]1[C:6]([CH:13]([CH3:14])[CH3:15])=[CH:7][C:8]([CH:10]([CH3:11])[CH3:12])=[CH:9][C:4]=1[CH:1]([CH3:2])[CH3:3]. The yield is 0.740.